From a dataset of Forward reaction prediction with 1.9M reactions from USPTO patents (1976-2016). Predict the product of the given reaction. The product is: [CH3:7][C:8]1([CH3:49])[N:12]([CH2:13][CH2:14][CH2:15][CH2:16][CH2:17][CH2:18][CH2:19][CH2:20][CH2:21][S:22]([CH2:24][CH2:25][CH2:26][C:27]([F:32])([F:33])[C:28]([F:31])([F:30])[F:29])(=[O:1])=[O:23])[C:11](=[O:34])[N:10]([C:35]2[CH:40]=[CH:39][C:38]([N+:41]([O-:43])=[O:42])=[C:37]([C:44]([F:46])([F:47])[F:45])[CH:36]=2)[C:9]1=[O:48]. Given the reactants [OH:1]OS([O-])=O.[K+].[CH3:7][C:8]1([CH3:49])[N:12]([CH2:13][CH2:14][CH2:15][CH2:16][CH2:17][CH2:18][CH2:19][CH2:20][CH2:21][S:22]([CH2:24][CH2:25][CH2:26][C:27]([F:33])([F:32])[C:28]([F:31])([F:30])[F:29])=[O:23])[C:11](=[O:34])[N:10]([C:35]2[CH:40]=[CH:39][C:38]([N+:41]([O-:43])=[O:42])=[C:37]([C:44]([F:47])([F:46])[F:45])[CH:36]=2)[C:9]1=[O:48].O, predict the reaction product.